From a dataset of Full USPTO retrosynthesis dataset with 1.9M reactions from patents (1976-2016). Predict the reactants needed to synthesize the given product. (1) Given the product [CH:1]1([O:6][C:7]2[CH:12]=[CH:11][C:10]([F:13])=[CH:9][C:8]=2[N:14]2[CH2:15][CH2:16][N:17]([CH2:20][CH2:21][CH2:22][N:23]3[C:31](=[O:32])[CH:30]4[CH:25]([CH2:26][CH2:27][CH:28]([OH:33])[CH2:29]4)[C:24]3=[O:34])[CH2:18][CH2:19]2)[CH2:2][CH2:3][CH2:4][CH2:5]1, predict the reactants needed to synthesize it. The reactants are: [CH:1]1([O:6][C:7]2[CH:12]=[CH:11][C:10]([F:13])=[CH:9][C:8]=2[N:14]2[CH2:19][CH2:18][N:17]([CH2:20][CH2:21][CH2:22][N:23]3[C:31](=[O:32])[CH:30]4[CH:25]([CH2:26][CH:27]5[O:33][CH:28]5[CH2:29]4)[C:24]3=[O:34])[CH2:16][CH2:15]2)[CH2:5][CH2:4][CH2:3][CH2:2]1. (2) Given the product [ClH:36].[ClH:36].[NH2:25][CH2:24][CH2:23][NH:22][C:19]1[N:18]=[CH:17][C:16]([C:14]2[CH:13]=[C:12]([CH:33]3[CH2:35][CH2:34]3)[CH:11]=[C:10]([NH:9][C:5]3[CH:4]=[C:3]([C:1]#[N:2])[CH:8]=[CH:7][N:6]=3)[N:15]=2)=[CH:21][CH:20]=1, predict the reactants needed to synthesize it. The reactants are: [C:1]([C:3]1[CH:8]=[CH:7][N:6]=[C:5]([NH:9][C:10]2[N:15]=[C:14]([C:16]3[CH:17]=[N:18][C:19]([NH:22][CH2:23][CH2:24][NH:25]C(=O)OC(C)(C)C)=[CH:20][CH:21]=3)[CH:13]=[C:12]([CH:33]3[CH2:35][CH2:34]3)[CH:11]=2)[CH:4]=1)#[N:2].[ClH:36].O1CCOCC1.